Dataset: Forward reaction prediction with 1.9M reactions from USPTO patents (1976-2016). Task: Predict the product of the given reaction. (1) Given the reactants [Cl:1][C:2]1[CH:3]=[N:4][NH:5][CH:6]=1.Cl[CH:8]([CH3:11])[C:9]#[N:10].C(=O)([O-])[O-].[Cs+].[Cs+].O1CCCC1, predict the reaction product. The product is: [Cl:1][C:2]1[CH:3]=[N:4][N:5]([CH:8]([CH3:11])[C:9]#[N:10])[CH:6]=1. (2) Given the reactants [Cl:1][C:2]1[CH:3]=[C:4]([NH:9][C:10](=[O:17])[NH:11][NH:12][C:13](OC)=[O:14])[CH:5]=[C:6]([Cl:8])[CH:7]=1, predict the reaction product. The product is: [Cl:8][C:6]1[CH:5]=[C:4]([N:9]2[C:10](=[O:17])[NH:11][NH:12][C:13]2=[O:14])[CH:3]=[C:2]([Cl:1])[CH:7]=1. (3) Given the reactants [Cl:1][C:2]1[N:7]=[C:6]([C:8]([OH:10])=O)[CH:5]=[CH:4][CH:3]=1.[NH2:11][C:12]1[CH:17]=[CH:16][N:15]=[CH:14][CH:13]=1.C(N(CC)CC)C.ClCCl, predict the reaction product. The product is: [Cl:1][C:2]1[N:7]=[C:6]([C:8]([NH:11][C:12]2[CH:17]=[CH:16][N:15]=[CH:14][CH:13]=2)=[O:10])[CH:5]=[CH:4][CH:3]=1. (4) Given the reactants [OH-].[Li+].[CH3:3][C:4]1([CH3:29])[CH2:13][CH2:12][C:11]([CH3:15])([CH3:14])[C:10]2[CH:9]=[C:8]([Se:16][C:17]#[C:18][C:19]3[CH:28]=[CH:27][C:22]([C:23]([O:25]C)=[O:24])=[CH:21][CH:20]=3)[CH:7]=[CH:6][C:5]1=2.C(OCC)C.O.Cl, predict the reaction product. The product is: [CH3:3][C:4]1([CH3:29])[CH2:13][CH2:12][C:11]([CH3:14])([CH3:15])[C:10]2[CH:9]=[C:8]([Se:16][C:17]#[C:18][C:19]3[CH:20]=[CH:21][C:22]([C:23]([OH:25])=[O:24])=[CH:27][CH:28]=3)[CH:7]=[CH:6][C:5]1=2.